Dataset: Forward reaction prediction with 1.9M reactions from USPTO patents (1976-2016). Task: Predict the product of the given reaction. (1) Given the reactants Br[C@@H:2]1[CH2:11][C@@H:10]2[C@:5]([CH3:14])([CH2:6][CH2:7][CH2:8][C:9]2([CH3:13])[CH3:12])[C@@H:4]([CH2:15][C:16]([N:18]([C:20]2[CH:25]=[C:24]([OH:26])[CH:23]=[C:22]([OH:27])[CH:21]=2)[CH3:19])=[O:17])[C@H:3]1[CH3:28].C1CCN2C(=NCCC2)CC1, predict the reaction product. The product is: [CH3:28][C:3]1[C@H:4]([CH2:15][C:16]([N:18]([C:20]2[CH:25]=[C:24]([OH:26])[CH:23]=[C:22]([OH:27])[CH:21]=2)[CH3:19])=[O:17])[C@:5]2([CH3:14])[C@@H:10]([CH2:11][CH:2]=1)[C:9]([CH3:12])([CH3:13])[CH2:8][CH2:7][CH2:6]2. (2) Given the reactants Cl.[NH2:2][OH:3].O.O.O.C([O-])(=O)C.[Na+].[OH:12][C:13]1[CH:18]=[C:17]([CH3:19])[CH:16]=[C:15]([OH:20])[C:14]=1[C:21](=O)[CH3:22], predict the reaction product. The product is: [OH:12][C:13]1[CH:18]=[C:17]([CH3:19])[CH:16]=[C:15]([OH:20])[C:14]=1[C:21](=[N:2][OH:3])[CH3:22].